From a dataset of Peptide-MHC class I binding affinity with 185,985 pairs from IEDB/IMGT. Regression. Given a peptide amino acid sequence and an MHC pseudo amino acid sequence, predict their binding affinity value. This is MHC class I binding data. (1) The peptide sequence is TAPGGGDPEV. The MHC is HLA-B27:05 with pseudo-sequence HLA-B27:05. The binding affinity (normalized) is 0. (2) The peptide sequence is YLFQWNDNV. The MHC is HLA-A30:01 with pseudo-sequence HLA-A30:01. The binding affinity (normalized) is 0.0847. (3) The peptide sequence is LMSAAIKDSK. The MHC is HLA-A03:01 with pseudo-sequence HLA-A03:01. The binding affinity (normalized) is 0.612.